Dataset: Reaction yield outcomes from USPTO patents with 853,638 reactions. Task: Predict the reaction yield, written as a fraction of the theoretical maximum amount of product (1.0 means a 100% yield; for example, 0.34 means a 34% yield). The reactants are [CH2:1]([S:8][CH:9]([CH:38]=O)[CH2:10][NH:11][C:12]([C:14]1[NH:15][C:16]2[C:21]([CH:22]=1)=[CH:20][C:19]([O:23][CH2:24][CH2:25][O:26][CH3:27])=[CH:18][C:17]=2[NH:28][S:29]([C:32]1[CH:37]=[CH:36][CH:35]=[CH:34][N:33]=1)(=[O:31])=[O:30])=[O:13])[C:2]1[CH:7]=[CH:6][CH:5]=[CH:4][CH:3]=1.[NH:40]1[CH2:45][CH2:44][S:43](=[O:47])(=[O:46])[CH2:42][CH2:41]1.O1CCCC1.C(O[BH-](OC(=O)C)OC(=O)C)(=O)C.[Na+]. The catalyst is O. The product is [CH2:1]([S:8][CH:9]([CH2:38][N:40]1[CH2:45][CH2:44][S:43](=[O:47])(=[O:46])[CH2:42][CH2:41]1)[CH2:10][NH:11][C:12]([C:14]1[NH:15][C:16]2[C:21]([CH:22]=1)=[CH:20][C:19]([O:23][CH2:24][CH2:25][O:26][CH3:27])=[CH:18][C:17]=2[NH:28][S:29]([C:32]1[CH:37]=[CH:36][CH:35]=[CH:34][N:33]=1)(=[O:30])=[O:31])=[O:13])[C:2]1[CH:7]=[CH:6][CH:5]=[CH:4][CH:3]=1. The yield is 0.350.